From a dataset of Forward reaction prediction with 1.9M reactions from USPTO patents (1976-2016). Predict the product of the given reaction. (1) Given the reactants C(O)(C(F)(F)F)=O.C(OC(=O)[NH:14][C@@H:15]1[CH2:20][CH2:19][N:18]([C:21]2[CH:26]=[C:25]([C:27]#[N:28])[CH:24]=[C:23]([NH:29][C:30]3[N:35]=[C:34]([N:36]([CH:46]4[CH2:48][CH2:47]4)CC4C=CC(OC)=CC=4)[C:33]4=[N:49][CH:50]=[C:51]([C:52]#[N:53])[N:32]4[N:31]=3)[C:22]=2[Cl:54])[CH2:17][C@H:16]1[O:55][Si:56]([C:59]([CH3:62])([CH3:61])[CH3:60])([CH3:58])[CH3:57])(C)(C)C.C1(OC)C=CC=CC=1, predict the reaction product. The product is: [NH2:14][C@@H:15]1[CH2:20][CH2:19][N:18]([C:21]2[C:22]([Cl:54])=[C:23]([NH:29][C:30]3[N:35]=[C:34]([NH:36][CH:46]4[CH2:47][CH2:48]4)[C:33]4=[N:49][CH:50]=[C:51]([C:52]#[N:53])[N:32]4[N:31]=3)[CH:24]=[C:25]([C:27]#[N:28])[CH:26]=2)[CH2:17][C@H:16]1[O:55][Si:56]([C:59]([CH3:62])([CH3:61])[CH3:60])([CH3:57])[CH3:58]. (2) Given the reactants [CH3:1][C:2]1[CH:6]=[C:5]([Sn](CCCC)(CCCC)CCCC)[O:4][N:3]=1.Br[C:21]1[CH:26]=[CH:25][C:24]([N+:27]([O-:29])=[O:28])=[CH:23][C:22]=1[O:30][CH3:31], predict the reaction product. The product is: [CH3:31][O:30][C:22]1[CH:23]=[C:24]([N+:27]([O-:29])=[O:28])[CH:25]=[CH:26][C:21]=1[C:5]1[O:4][N:3]=[C:2]([CH3:1])[CH:6]=1. (3) Given the reactants [F:1][C:2]([F:14])([F:13])[C:3]1[CH:4]=[CH:5][C:6]([I:12])=[C:7]([CH:11]=1)[C:8](O)=[O:9].O, predict the reaction product. The product is: [F:13][C:2]([F:1])([F:14])[C:3]1[CH:4]=[CH:5][C:6]([I:12])=[C:7]([CH:11]=1)[CH2:8][OH:9]. (4) The product is: [Br:1][C:55]1[CH:56]=[C:57]2[C:49]([C:47]([C:46]3[C:41]([F:40])=[C:42]([NH:59][S:60]([CH2:63][CH2:64][CH3:65])(=[O:62])=[O:61])[CH:43]=[CH:44][CH:45]=3)=[O:48])=[CH:50][NH:51][C:52]2=[N:53][CH:54]=1. Given the reactants [Br:1]C1C=C2C(=CC=1)NN=C2.ClC1C=C2C(=NC=1)NC=C2.FC1C=C2C(=NC=1)NC=C2.N1C2C(=CC=CN=2)C=C1.[F:40][C:41]1[C:46]([C:47]([C:49]2[C:57]3[C:52](=[N:53][CH:54]=[C:55](F)[CH:56]=3)[NH:51][CH:50]=2)=[O:48])=[CH:45][CH:44]=[CH:43][C:42]=1[NH:59][S:60]([CH2:63][CH2:64][CH3:65])(=[O:62])=[O:61].FC1C(C(C2C3C(=NC=CC=3)NC=2)=O)=CC=CC=1NS(CCC)(=O)=O, predict the reaction product.